From a dataset of Catalyst prediction with 721,799 reactions and 888 catalyst types from USPTO. Predict which catalyst facilitates the given reaction. Reactant: [C:1]([O:5][C:6]([NH:8][CH2:9][CH2:10][CH2:11][CH2:12][CH2:13][C:14]([OH:16])=O)=[O:7])([CH3:4])([CH3:3])[CH3:2].[CH3:17][C@H:18]1[CH2:23][CH2:22][C@H:21]([C:24]([N:26]([CH:41]2[CH2:46][CH2:45][NH:44][CH2:43][CH2:42]2)[C:27]2[CH:31]=[C:30]([C:32]#[C:33][CH:34]([CH3:36])[CH3:35])[S:29][C:28]=2[C:37]([O:39][CH3:40])=[O:38])=[O:25])[CH2:20][CH2:19]1.C(N(C(C)C)CC)(C)C.CN(C(ON1N=NC2C=CC=CC1=2)=[N+](C)C)C.F[P-](F)(F)(F)(F)F. Product: [CH3:17][C@H:18]1[CH2:23][CH2:22][C@H:21]([C:24]([N:26]([CH:41]2[CH2:42][CH2:43][N:44]([C:14](=[O:16])[CH2:13][CH2:12][CH2:11][CH2:10][CH2:9][NH:8][C:6]([O:5][C:1]([CH3:2])([CH3:3])[CH3:4])=[O:7])[CH2:45][CH2:46]2)[C:27]2[CH:31]=[C:30]([C:32]#[C:33][CH:34]([CH3:35])[CH3:36])[S:29][C:28]=2[C:37]([O:39][CH3:40])=[O:38])=[O:25])[CH2:20][CH2:19]1. The catalyst class is: 399.